Dataset: Drug-target binding data from BindingDB using Ki measurements. Task: Regression. Given a target protein amino acid sequence and a drug SMILES string, predict the binding affinity score between them. We predict pKi (pKi = -log10(Ki in M); higher means stronger inhibition). Dataset: bindingdb_ki. (1) The small molecule is Cc1cn([C@H]2C[C@H](O)[C@@H](CSCCC(=O)O)O2)c(=O)[nH]c1=O. The target protein (P09768) has sequence MNYINLPTVLPGSPSKTRGQIQVILGPMFSGKSTELMRRVRRFQIAQNKCLVIKYAKDTRYSSSFSTHDRNTMDALPACLLRDVAQEALGAAVIGIDEGQFFPDIVEFCEVMANAGKTVIVAALDGTFQRKAFGSILNLVPLAESVVKLTAVCMECFREAAYTKRLGLEKEVEVIGGADKYHSVCRVCYFKKSSVQPAGPDNKENCPVLGQPGEASAVRKLFAPQQVLQHNSTN. The pKi is 3.3. (2) The small molecule is c1nc(N=Nc2ncnc3nc[nH]c23)c2[nH]cnc2n1. The target protein (P80456) has sequence MEPAPELLFYVNGRKVVEKQVDPETMLLPYLRKKLRLTGTKYGCGGGGCGACTVMISRYNRVTKKIRHYPVNACLTPICSLYGAAVTTVEGIGSTTTRLHPVQERIAKFHGTQCGFCTPGMVMSMYALLRNHPEPTLDQLADALGGNLCRCTGYRPIIEAYKTFCKTSDCCQNKENGFCCLDQGINGLPEVEEENQTRPNLFSEEEYLPLDPTQELIFPPELMTMAEKQPQRTRVFSGERMMWISPVTLKALLEAKSTYPQAPVVMGNTSVGPGVKFKGIFHPVIISPDSIEELNVVSHTHSGLTLGAGLSLAQVKDILADVVQKVPEENAQTYRALLKHLGTLAGSQIRNMASLGGHIISRHLDSDLNPLLAVGNCTLNVLSKEGERQIPLDEQFLSRCPEADLKPQEILASVHIPYSRKWEFVLAFRQAQRKQNALAIVNSGMRVFFGEGDGIIRELAISYGGVGPTIICAKNSCQKLIGRSWNEEMLDTACRLILDE.... The pKi is 5.5. (3) The compound is O=c1cc(Nc2cccc(I)c2)[nH]c(=O)[nH]1. The target protein (P96583) has sequence MSKTVVLAEKPSVGRDLARVLKCHKKGNGYLEGDQYIVTWALGHLVTLADPEGYGKEFQSWRLEDLPIIPEPLKLVVIKKTGKQFNAVKSQLTRKDVNQIVIATDAGREGELVARWIIEKANVRKPIKRLWISSVTDKAIKEGFQKLRSGKEYENLYHSAVARAEADWIVGINATRALTTKFNAQLSCGRVQTPTLAMIAKREADIQAFTPVPYYGIRAAVDGMTLTWQDKKSKQTRTFNQDVTSRLLKNLQGKQAVVAELKKTAKKSFAPALYDLTELQRDAHKRFGFSAKETLSVLQKLYEQHKLVTYPRTDSRFLSSDIVPTLKDRLEGMEVKPYAQYVSQIKKRGIKSHKGYVNDAKVSDHHAIIPTEEPLVLSSLSDKERKLYDLIAKRFLAVLMPAFEYEETKVIAEIGGETFTAKGKTVQSQGWKAVYDMAEEDDEQEDDRDQTLPALQKGDTLAVRTLTETSGQTKPPARFNEGTLLSAMENPSAFMQGEEK.... The pKi is 4.7. (4) The compound is CC(=O)N(C)CCN(C)C[C@H]1O[C@@H](n2cc(C)c(=O)[nH]c2=O)C[C@@H]1O. The target protein (P09768) has sequence MNYINLPTVLPGSPSKTRGQIQVILGPMFSGKSTELMRRVRRFQIAQNKCLVIKYAKDTRYSSSFSTHDRNTMDALPACLLRDVAQEALGAAVIGIDEGQFFPDIVEFCEVMANAGKTVIVAALDGTFQRKAFGSILNLVPLAESVVKLTAVCMECFREAAYTKRLGLEKEVEVIGGADKYHSVCRVCYFKKSSVQPAGPDNKENCPVLGQPGEASAVRKLFAPQQVLQHNSTN. The pKi is 3.0. (5) The target protein (P21452) has sequence MGTCDIVTEANISSGPESNTTGITAFSMPSWQLALWATAYLALVLVAVTGNAIVIWIILAHRRMRTVTNYFIVNLALADLCMAAFNAAFNFVYASHNIWYFGRAFCYFQNLFPITAMFVSIYSMTAIAADRYMAIVHPFQPRLSAPSTKAVIAGIWLVALALASPQCFYSTVTMDQGATKCVVAWPEDSGGKTLLLYHLVVIALIYFLPLAVMFVAYSVIGLTLWRRAVPGHQAHGANLRHLQAMKKFVKTMVLVVLTFAICWLPYHLYFILGSFQEDIYCHKFIQQVYLALFWLAMSSTMYNPIIYCCLNHRFRSGFRLAFRCCPWVTPTKEDKLELTPTTSLSTRVNRCHTKETLFMAGDTAPSEATSGEAGRPQDGSGLWFGYGLLAPTKTHVEI. The compound is Cc1cc(C)cc(C(=O)N2CCN(C(=O)CNC3CCN(C(=O)[C@H](N)Cc4ccccc4)CC3)[C@H](c3ccc(Cl)c(Cl)c3)C2)c1. The pKi is 8.9.